This data is from Catalyst prediction with 721,799 reactions and 888 catalyst types from USPTO. The task is: Predict which catalyst facilitates the given reaction. (1) Reactant: [CH2:1](I)[CH2:2][CH3:3].[O-]CC.[Na+].[CH2:9]([C:11]1[NH:15][N:14]=[C:13]([C:16]([O:18][CH2:19][CH3:20])=[O:17])[CH:12]=1)[CH3:10]. Product: [CH2:2]([C:1]1[N:15]([CH2:11][CH2:9][CH3:10])[N:14]=[C:13]([C:16]([O:18][CH2:19][CH3:20])=[O:17])[CH:12]=1)[CH3:3]. The catalyst class is: 8. (2) Reactant: [CH3:1][N:2]1[CH2:7][CH2:6][CH:5]([O:8][C:9]2[CH:21]=[CH:20][C:19]3[C:18]4[C:13](=[CH:14][C:15]([O:22][CH:23]5[CH2:28][CH2:27][N:26]([CH3:29])[CH2:25][CH2:24]5)=[CH:16][CH:17]=4)[C:12](=[O:30])[C:11]=3[CH:10]=2)[CH2:4][CH2:3]1.[ClH:31].O1CCOCC1. Product: [ClH:31].[ClH:31].[CH3:29][N:26]1[CH2:27][CH2:28][CH:23]([O:22][C:15]2[CH:16]=[CH:17][C:18]3[C:19]4[C:11](=[CH:10][C:9]([O:8][CH:5]5[CH2:6][CH2:7][N:2]([CH3:1])[CH2:3][CH2:4]5)=[CH:21][CH:20]=4)[C:12](=[O:30])[C:13]=3[CH:14]=2)[CH2:24][CH2:25]1. The catalyst class is: 336. (3) The catalyst class is: 11. Product: [CH2:30]([N:32]1[CH2:33][CH2:34][N:35]([CH2:38][C:39]2[CH:40]=[CH:41][C:42]([NH:45][C:8]([C:10]3[C:11]4[N:12]=[CH:13][CH:14]=[N:15][C:16]=4[C:17]([C:20]4[CH:21]=[C:22]([O:28][CH3:29])[CH:23]=[C:24]([O:26][CH3:27])[CH:25]=4)=[CH:18][CH:19]=3)=[O:7])=[N:43][CH:44]=2)[CH2:36][CH2:37]1)[CH3:31]. Reactant: C[Al](C)C.C([O:7][C:8]([C:10]1[C:11]2[N:12]=[CH:13][CH:14]=[N:15][C:16]=2[C:17]([C:20]2[CH:25]=[C:24]([O:26][CH3:27])[CH:23]=[C:22]([O:28][CH3:29])[CH:21]=2)=[CH:18][CH:19]=1)=O)C.[CH2:30]([N:32]1[CH2:37][CH2:36][N:35]([CH2:38][C:39]2[CH:40]=[CH:41][C:42]([NH2:45])=[N:43][CH:44]=2)[CH2:34][CH2:33]1)[CH3:31].O. (4) The catalyst class is: 1. Reactant: [C:1]([O:5][C:6]([N:8]1[CH2:13][CH2:12][CH2:11][CH2:10][C@@H:9]1[C:14](O)=[O:15])=[O:7])([CH3:4])([CH3:3])[CH3:2].B.O1CCCC1.O. Product: [C:1]([O:5][C:6]([N:8]1[CH2:13][CH2:12][CH2:11][CH2:10][C@@H:9]1[CH2:14][OH:15])=[O:7])([CH3:4])([CH3:3])[CH3:2].